From a dataset of Reaction yield outcomes from USPTO patents with 853,638 reactions. Predict the reaction yield, written as a fraction of the theoretical maximum amount of product (1.0 means a 100% yield; for example, 0.34 means a 34% yield). The reactants are C(N(CC)C(C)C)(C)C.[C:10]([C:14]1[N:19]=[C:18]([C:20]2[CH:25]=[CH:24][C:23]([CH3:26])=[CH:22][CH:21]=2)[C:17]([C:27]([OH:29])=O)=[CH:16][CH:15]=1)([CH3:13])([CH3:12])[CH3:11].[F:30][C:31]1[N:36]=[C:35]([S:37]([NH2:40])(=[O:39])=[O:38])[CH:34]=[CH:33][CH:32]=1.CN(C(ON1N=NC2C=CC=NC1=2)=[N+](C)C)C.F[P-](F)(F)(F)(F)F. The catalyst is CN(C)C=O. The product is [C:10]([C:14]1[N:19]=[C:18]([C:20]2[CH:25]=[CH:24][C:23]([CH3:26])=[CH:22][CH:21]=2)[C:17]([C:27]([NH:40][S:37]([C:35]2[CH:34]=[CH:33][CH:32]=[C:31]([F:30])[N:36]=2)(=[O:38])=[O:39])=[O:29])=[CH:16][CH:15]=1)([CH3:11])([CH3:13])[CH3:12]. The yield is 0.380.